From a dataset of Forward reaction prediction with 1.9M reactions from USPTO patents (1976-2016). Predict the product of the given reaction. (1) The product is: [Br-:17].[CH2:1]([C:3]1[CH:8]=[CH:7][C:6]([N+:9]2[CH:13]=[CH:12][N:11]([CH2:31][CH2:30][CH2:29][CH2:28][CH2:27][CH2:26][CH2:25][CH2:24][CH2:23][CH2:22][CH2:21][CH2:20][CH2:19][CH3:18])[CH:10]=2)=[C:5]([C:14]([OH:16])=[O:15])[CH:4]=1)[CH3:2]. Given the reactants [CH2:1]([C:3]1[CH:8]=[CH:7][C:6]([N:9]2[CH:13]=[CH:12][N:11]=[CH:10]2)=[C:5]([C:14]([OH:16])=[O:15])[CH:4]=1)[CH3:2].[Br:17][CH2:18][CH2:19][CH2:20][CH2:21][CH2:22][CH2:23][CH2:24][CH2:25][CH2:26][CH2:27][CH2:28][CH2:29][CH2:30][CH3:31], predict the reaction product. (2) Given the reactants [O:1]1[C:9]2[CH:8]=[CH:7][N:6]=[CH:5][C:4]=2[CH:3]=[C:2]1[C:10](Cl)=[O:11].[S-:13][C:14]#[N:15].[NH4+].[NH2:17][C:18]1[CH:30]=[CH:29][C:21]([C:22]([O:24][CH2:25][CH2:26][CH2:27][CH3:28])=[O:23])=[CH:20][CH:19]=1, predict the reaction product. The product is: [CH2:25]([O:24][C:22](=[O:23])[C:21]1[CH:20]=[CH:19][C:18]([NH:17][C:14]([NH:15][C:10]([C:2]2[O:1][C:9]3[CH:8]=[CH:7][N:6]=[CH:5][C:4]=3[CH:3]=2)=[O:11])=[S:13])=[CH:30][CH:29]=1)[CH2:26][CH2:27][CH3:28]. (3) Given the reactants B.O1CCCC1.[CH3:7][C:8]1[C:13]([C:14](O)=[O:15])=[CH:12][N:11]=[CH:10][CH:9]=1.Cl, predict the reaction product. The product is: [CH3:7][C:8]1[CH:9]=[CH:10][N:11]=[CH:12][C:13]=1[CH2:14][OH:15].